Dataset: Catalyst prediction with 721,799 reactions and 888 catalyst types from USPTO. Task: Predict which catalyst facilitates the given reaction. (1) Reactant: [Cl:1][C:2]1[CH:3]=[C:4]([NH:19][C:20]2[C:30]3[CH:29]=[C:28]([C:31](O)=[O:32])[CH2:27][CH2:26][NH:25][C:24]=3[N:23]=[CH:22][N:21]=2)[CH:5]=[CH:6][C:7]=1[O:8][C:9]1[CH:14]=[CH:13][CH:12]=[C:11]([C:15]([F:18])([F:17])[F:16])[CH:10]=1.Cl.[C:35]([S:39]([CH2:42][CH2:43][CH2:44][NH2:45])(=[O:41])=[O:40])([CH3:38])([CH3:37])[CH3:36].Cl.C(N=C=NCCCN(C)C)C.O.ON1C2C=CC=CC=2N=N1. Product: [C:35]([S:39]([CH2:42][CH2:43][CH2:44][NH:45][C:31]([C:28]1[CH2:27][CH2:26][NH:25][C:24]2[N:23]=[CH:22][N:21]=[C:20]([NH:19][C:4]3[CH:5]=[CH:6][C:7]([O:8][C:9]4[CH:14]=[CH:13][CH:12]=[C:11]([C:15]([F:18])([F:16])[F:17])[CH:10]=4)=[C:2]([Cl:1])[CH:3]=3)[C:30]=2[CH:29]=1)=[O:32])(=[O:40])=[O:41])([CH3:38])([CH3:37])[CH3:36]. The catalyst class is: 289. (2) Reactant: [CH:1]1([CH2:4][N:5]2[C:9]3=[N:10][CH:11]=[C:12]([NH:14][CH3:15])[CH:13]=[C:8]3[N:7]=[C:6]2[CH2:16][C:17]2[CH:22]=[CH:21][C:20]([O:23][CH2:24][CH3:25])=[CH:19][CH:18]=2)[CH2:3][CH2:2]1.C(N(CC)CC)C.[C:33]1([S:39](Cl)(=[O:41])=[O:40])[CH:38]=[CH:37][CH:36]=[CH:35][CH:34]=1.CC(O)=O. Product: [CH:1]1([CH2:4][N:5]2[C:9]3=[N:10][CH:11]=[C:12]([N:14]([CH3:15])[S:39]([C:33]4[CH:38]=[CH:37][CH:36]=[CH:35][CH:34]=4)(=[O:41])=[O:40])[CH:13]=[C:8]3[N:7]=[C:6]2[CH2:16][C:17]2[CH:22]=[CH:21][C:20]([O:23][CH2:24][CH3:25])=[CH:19][CH:18]=2)[CH2:3][CH2:2]1. The catalyst class is: 10. (3) Reactant: [CH2:1]([C:8]1[N:13]=[C:12]([OH:14])[CH:11]=[C:10]([OH:15])[N:9]=1)[C:2]1[CH:7]=[CH:6][CH:5]=[CH:4][CH:3]=1.C(O)C.N1CCCCC1.[CH3:25][C:26](=[CH:28][CH2:29][CH2:30][C@H:31]([CH2:33][CH:34]=O)[CH3:32])[CH3:27]. Product: [CH2:1]([C:8]1[N:9]=[C:10]2[O:15][C:26]([CH3:27])([CH3:25])[CH:28]3[CH:34]([C:11]2=[C:12]([OH:14])[N:13]=1)[CH2:33][CH:31]([CH3:32])[CH2:30][CH2:29]3)[C:2]1[CH:3]=[CH:4][CH:5]=[CH:6][CH:7]=1. The catalyst class is: 17. (4) Reactant: [CH:1]1([N:4]([CH2:29][C:30]2[CH:35]=[C:34]([CH2:36][CH2:37][CH2:38][O:39][CH3:40])[CH:33]=[C:32]([O:41][CH2:42][CH2:43][O:44][CH3:45])[CH:31]=2)[C:5]([C@@H:7]2[C@@:12]([OH:21])([C:13]3[CH:18]=[CH:17][N:16]([CH3:19])[C:15](=[O:20])[CH:14]=3)[CH2:11][CH2:10][N:9](C(OC(C)(C)C)=O)[CH2:8]2)=[O:6])[CH2:3][CH2:2]1.Cl. Product: [CH:1]1([N:4]([CH2:29][C:30]2[CH:35]=[C:34]([CH2:36][CH2:37][CH2:38][O:39][CH3:40])[CH:33]=[C:32]([O:41][CH2:42][CH2:43][O:44][CH3:45])[CH:31]=2)[C:5]([CH:7]2[C:12]([OH:21])([C:13]3[CH:18]=[CH:17][N:16]([CH3:19])[C:15](=[O:20])[CH:14]=3)[CH2:11][CH2:10][NH:9][CH2:8]2)=[O:6])[CH2:2][CH2:3]1. The catalyst class is: 2. (5) Reactant: [H-].[Na+].[CH3:3][S:4]([NH2:7])(=[O:6])=[O:5].[Cl:8][C:9]1[C:10]([O:26][C:27]2[CH:32]=[CH:31][C:30]([Cl:33])=[C:29]([C:34]([F:37])([F:36])[F:35])[CH:28]=2)=[CH:11][C:12]([F:25])=[C:13]([CH:24]=1)[C:14](OC1C=CC(C)=CC=1)=[O:15].O. Product: [Cl:8][C:9]1[C:10]([O:26][C:27]2[CH:32]=[CH:31][C:30]([Cl:33])=[C:29]([C:34]([F:37])([F:35])[F:36])[CH:28]=2)=[CH:11][C:12]([F:25])=[C:13]([CH:24]=1)[C:14]([NH:7][S:4]([CH3:3])(=[O:6])=[O:5])=[O:15]. The catalyst class is: 504.